Dataset: Full USPTO retrosynthesis dataset with 1.9M reactions from patents (1976-2016). Task: Predict the reactants needed to synthesize the given product. (1) Given the product [CH3:25][NH:27][C:20]([C@@H:16]1[CH2:17][C:18](=[O:19])[N:14]([C:11]2[CH:12]=[CH:13][C:8]([O:7][CH2:6][C:5]3[CH:23]=[CH:24][C:2]([F:1])=[CH:3][CH:4]=3)=[CH:9][CH:10]=2)[CH2:15]1)=[O:21], predict the reactants needed to synthesize it. The reactants are: [F:1][C:2]1[CH:24]=[CH:23][C:5]([CH2:6][O:7][C:8]2[CH:13]=[CH:12][C:11]([N:14]3[C:18](=[O:19])[CH2:17][C@@H:16]([C:20](O)=[O:21])[CH2:15]3)=[CH:10][CH:9]=2)=[CH:4][CH:3]=1.[CH2:25]([N:27](CC)CC)C.CN(C(ON1N=NC2C=CC=CC1=2)=[N+](C)C)C.F[P-](F)(F)(F)(F)F.Cl.CN. (2) Given the product [CH3:1][N:2]([CH3:3])[CH2:4][CH:17]([CH3:18])[C:16]([C:12]1[CH:13]=[CH:14][CH:15]=[C:10]([O:9][CH3:8])[CH:11]=1)=[O:23], predict the reactants needed to synthesize it. The reactants are: [CH3:1][N:2]([CH2:4]N(C)C)[CH3:3].[CH3:8][O:9][C:10]1[CH:11]=[C:12]([CH2:16][C:17](=O)[CH3:18])[CH:13]=[CH:14][CH:15]=1.FC(F)(F)C(O)=[O:23].